This data is from Forward reaction prediction with 1.9M reactions from USPTO patents (1976-2016). The task is: Predict the product of the given reaction. (1) Given the reactants [H-].[Al+3].[Li+].[H-].[H-].[H-].[C:7]1([CH:13]([O:15][C:16]2[CH:23]=[CH:22][C:19]([C:20]#[N:21])=[CH:18][CH:17]=2)[CH3:14])[CH:12]=[CH:11][CH:10]=[CH:9][CH:8]=1.CO.[Cl-].[NH4+], predict the reaction product. The product is: [C:7]1([C@@H:13]([O:15][C:16]2[CH:17]=[CH:18][C:19]([CH2:20][NH2:21])=[CH:22][CH:23]=2)[CH3:14])[CH:8]=[CH:9][CH:10]=[CH:11][CH:12]=1. (2) Given the reactants [C:1]1([C:7]2([C:27]3[CH:32]=[CH:31][CH:30]=[CH:29][CH:28]=3)[CH2:15][C:14]3[N:13](S(C4C=CC(C)=CC=4)(=O)=O)[N:12]=[C:11]([NH2:26])[C:10]=3[CH:9]=[CH:8]2)[CH:6]=[CH:5][CH:4]=[CH:3][CH:2]=1.[OH-].[Na+].O1CCOCC1, predict the reaction product. The product is: [C:27]1([C:7]2([C:1]3[CH:6]=[CH:5][CH:4]=[CH:3][CH:2]=3)[CH2:15][C:14]3[NH:13][N:12]=[C:11]([NH2:26])[C:10]=3[CH:9]=[CH:8]2)[CH:28]=[CH:29][CH:30]=[CH:31][CH:32]=1. (3) Given the reactants [OH:1][CH2:2][C:3]1([CH2:6][OH:7])[CH2:5][CH2:4]1.N1C=CN=C1.[C:13]([Si:17]([C:25]1[CH:30]=[CH:29][CH:28]=[CH:27][CH:26]=1)([C:19]1[CH:24]=[CH:23][CH:22]=[CH:21][CH:20]=1)Cl)([CH3:16])([CH3:15])[CH3:14].[Cl-].[Na+], predict the reaction product. The product is: [Si:17]([O:1][CH2:2][C:3]1([CH2:6][OH:7])[CH2:5][CH2:4]1)([C:13]([CH3:16])([CH3:15])[CH3:14])([C:25]1[CH:26]=[CH:27][CH:28]=[CH:29][CH:30]=1)[C:19]1[CH:24]=[CH:23][CH:22]=[CH:21][CH:20]=1.